Dataset: Full USPTO retrosynthesis dataset with 1.9M reactions from patents (1976-2016). Task: Predict the reactants needed to synthesize the given product. (1) Given the product [CH:26]1([NH:29][C:3](=[O:2])[C:4]2[CH:9]=[CH:8][C:7]([NH:10][CH2:11][C:12]3[C:13]([C:18]4[CH:23]=[CH:22][CH:21]=[C:20]([F:24])[CH:19]=4)=[N:14][O:15][C:16]=3[CH3:17])=[N:6][CH:5]=2)[CH2:28][CH2:27]1, predict the reactants needed to synthesize it. The reactants are: C[O:2][C:3](=O)[C:4]1[CH:9]=[CH:8][C:7]([NH:10][CH2:11][C:12]2[C:13]([C:18]3[CH:23]=[CH:22][CH:21]=[C:20]([F:24])[CH:19]=3)=[N:14][O:15][C:16]=2[CH3:17])=[N:6][CH:5]=1.[CH:26]1([NH2:29])[CH2:28][CH2:27]1. (2) Given the product [Cl:19][C:13]1[C:14]([Cl:18])=[CH:15][CH:16]=[CH:17][C:12]=1[C:10]1[CH:11]=[C:6]([CH2:5][CH2:4][C:3]([NH2:21])=[O:2])[CH:7]=[N:8][CH:9]=1, predict the reactants needed to synthesize it. The reactants are: C[O:2][C:3](=O)[CH2:4][CH2:5][C:6]1[CH:7]=[N:8][CH:9]=[C:10]([C:12]2[CH:17]=[CH:16][CH:15]=[C:14]([Cl:18])[C:13]=2[Cl:19])[CH:11]=1.[NH3:21]. (3) Given the product [CH2:17]([N:16]([CH3:15])[C:12]([C:7]1[CH:6]=[CH:5][C:4]2[C:9](=[CH:10][CH:11]=[C:2]([OH:1])[CH:3]=2)[CH:8]=1)=[O:14])[C:18]1[CH:23]=[CH:22][CH:21]=[CH:20][CH:19]=1, predict the reactants needed to synthesize it. The reactants are: [OH:1][C:2]1[CH:3]=[C:4]2[C:9](=[CH:10][CH:11]=1)[CH:8]=[C:7]([C:12]([OH:14])=O)[CH:6]=[CH:5]2.[CH3:15][NH:16][CH2:17][C:18]1[CH:23]=[CH:22][CH:21]=[CH:20][CH:19]=1. (4) Given the product [CH3:1][O:2][C:3]([C:5]1[S:6][C:7]([C:27]#[C:28][C:29]([CH3:30])([CH3:32])[CH3:31])=[CH:8][C:9]=1[N:10]([CH:20]1[CH2:25][CH2:24][CH:23]=[CH:22][CH2:21]1)[C:11]([C@H:13]1[CH2:14][CH2:15][C@H:16]([CH3:19])[CH2:17][CH2:18]1)=[O:12])=[O:4], predict the reactants needed to synthesize it. The reactants are: [CH3:1][O:2][C:3]([C:5]1[S:6][C:7]([C:27]#[C:28][C:29]([CH3:32])([CH3:31])[CH3:30])=[CH:8][C:9]=1[N:10]([C@H:20]1[CH2:25][CH2:24][C@H:23](F)[CH2:22][CH2:21]1)[C:11]([C@H:13]1[CH2:18][CH2:17][C@H:16]([CH3:19])[CH2:15][CH2:14]1)=[O:12])=[O:4].O.O.[OH-].[Li+]. (5) Given the product [N:28]1[CH:33]=[CH:32][C:31]([C:2]2[C:3]([O:8][CH:9]3[CH2:14][CH2:13][N:12]([C:15]([O:17][C:18]([CH3:21])([CH3:20])[CH3:19])=[O:16])[CH2:11][CH2:10]3)=[N:4][CH:5]=[CH:6][N:7]=2)=[CH:30][CH:29]=1, predict the reactants needed to synthesize it. The reactants are: Cl[C:2]1[C:3]([O:8][CH:9]2[CH2:14][CH2:13][N:12]([C:15]([O:17][C:18]([CH3:21])([CH3:20])[CH3:19])=[O:16])[CH2:11][CH2:10]2)=[N:4][CH:5]=[CH:6][N:7]=1.C(=O)([O-])[O-].[Na+].[Na+].[N:28]1[CH:33]=[CH:32][C:31](B(O)O)=[CH:30][CH:29]=1.C(=O)([O-])O.[Na+]. (6) Given the product [CH3:1][C:2]1([CH3:35])[O:6][C@@H:5]([CH2:7][O:8][C:9]2[N:14]=[C:13]([N:15]3[CH2:20][CH2:19][CH:18]([C:21]4[C:29]5[C:24](=[N:25][CH:26]=[CH:27][CH:28]=5)[NH:23][CH:22]=4)[CH2:17][CH2:16]3)[N:12]=[C:11]([C:48]([NH:36][C@H:37]([CH3:40])[CH2:38][OH:39])=[O:49])[N:10]=2)[CH2:4][CH2:3]1, predict the reactants needed to synthesize it. The reactants are: [CH3:1][C:2]1([CH3:35])[O:6][C@@H:5]([CH2:7][O:8][C:9]2[N:14]=[C:13]([N:15]3[CH2:20][CH2:19][CH:18]([C:21]4[C:29]5[C:24](=[N:25][CH:26]=[CH:27][CH:28]=5)[NH:23][CH:22]=4)[CH2:17][CH2:16]3)[N:12]=[C:11](C(C#N)C#N)[N:10]=2)[CH2:4][CH2:3]1.[NH2:36][C@H:37]([CH3:40])[CH2:38][OH:39].C1C=C(Cl)C=C([C:48](OO)=[O:49])C=1. (7) Given the product [C:18]1([C:15]2[S:16][CH:17]=[C:13]([C:8]3[CH:9]=[C:10]4[C:5](=[CH:6][CH:7]=3)[CH:4]=[C:3]([OH:2])[CH:12]=[CH:11]4)[N:14]=2)[CH:19]=[CH:20][CH:21]=[CH:22][CH:23]=1, predict the reactants needed to synthesize it. The reactants are: C[O:2][C:3]1[CH:4]=[C:5]2[C:10](=[CH:11][CH:12]=1)[CH:9]=[C:8]([C:13]1[N:14]=[C:15]([C:18]3[CH:23]=[CH:22][CH:21]=[CH:20][CH:19]=3)[S:16][CH:17]=1)[CH:7]=[CH:6]2.Br. (8) Given the product [CH3:10][N:11]1[C@@H:12]2[CH2:17][C:16]3[CH:31]=[CH:29][C:27]([OH:28])=[C:26]([OH:37])[C:15]=3[C:14]3[C:13]2=[C:22]([CH:23]=[CH:24][CH:19]=3)[CH2:21][CH2:20]1.[CH3:1][N:2]1[CH2:7][CH2:6][N:5]([CH2:8][CH2:9][CH2:10][N:11]2[C:20]3[CH:21]=[C:22]([Cl:25])[CH:23]=[CH:24][C:19]=3[S:18][C:17]3[CH:16]=[CH:15][CH:14]=[CH:13][C:12]2=3)[CH2:4][CH2:3]1, predict the reactants needed to synthesize it. The reactants are: [CH3:1][N:2]1[CH2:7][CH2:6][N:5]([CH2:8][CH2:9][CH2:10][N:11]2[C:20]3[CH:21]=[C:22]([Cl:25])[CH:23]=[CH:24][C:19]=3[S:18][C:17]3[CH:16]=[CH:15][CH:14]=[CH:13][C:12]2=3)[CH2:4][CH2:3]1.[CH2:26]([OH:37])[C@H:27]([C@H:29]([C@@H:31]([C@@H](CO)O)O)O)[OH:28].C([O-])(=O)CCCCCCCCCCCCCCCCC.[Mg+2].C([O-])(=O)CCCCCCCCCCCCCCCCC. (9) Given the product [CH3:19][C:14]1[CH:13]=[C:12]([CH:17]=[CH:16][C:15]=1[O:28][C:22]1[CH:27]=[CH:26][CH:25]=[CH:24][CH:23]=1)[C:11]([NH:10][C:5]1[CH:6]=[CH:7][CH:8]=[CH:9][C:4]=1[C:3]([OH:2])=[O:21])=[O:20], predict the reactants needed to synthesize it. The reactants are: C[O:2][C:3](=[O:21])[C:4]1[CH:9]=[CH:8][CH:7]=[CH:6][C:5]=1[NH:10][C:11](=[O:20])[C:12]1[CH:17]=[CH:16][C:15](Br)=[C:14]([CH3:19])[CH:13]=1.[C:22]1([OH:28])[CH:27]=[CH:26][CH:25]=[CH:24][CH:23]=1.